The task is: Predict which catalyst facilitates the given reaction.. This data is from Catalyst prediction with 721,799 reactions and 888 catalyst types from USPTO. (1) Reactant: [F:1][C:2]1[CH:13]=[CH:12][C:5]([CH2:6][O:7][CH2:8][C:9](Cl)=[O:10])=[CH:4][CH:3]=1.[CH2:14]([CH2:16][NH2:17])[OH:15].C(N(CC)CC)C.FC1C=CC(COCC(NCCC2CCN(CC3C=CC=CC=3)CC2)=O)=CC=1. Product: [F:1][C:2]1[CH:13]=[CH:12][C:5]([CH2:6][O:7][CH2:8][C:9]([NH:17][CH2:16][CH2:14][OH:15])=[O:10])=[CH:4][CH:3]=1. The catalyst class is: 1. (2) Reactant: [NH:1]1[CH2:6][CH2:5][CH:4]([N:7]2[CH2:12][CH2:11][CH:10]([N:13]3[C@@H:22]4[C@H:17]([CH2:18][CH2:19][CH2:20][CH2:21]4)[O:16][CH2:15][C:14]3=[O:23])[CH2:9][CH2:8]2)[CH2:3][CH2:2]1.[CH3:24][N:25]1[CH:29]=[CH:28][CH:27]=[C:26]1[C:30](O)=[O:31].CN(C(ON1N=NC2C=CC=NC1=2)=[N+](C)C)C.F[P-](F)(F)(F)(F)F.C(N(C(C)C)CC)(C)C. Product: [CH3:24][N:25]1[CH:29]=[CH:28][CH:27]=[C:26]1[C:30]([N:1]1[CH2:6][CH2:5][CH:4]([N:7]2[CH2:8][CH2:9][CH:10]([N:13]3[C@@H:22]4[C@H:17]([CH2:18][CH2:19][CH2:20][CH2:21]4)[O:16][CH2:15][C:14]3=[O:23])[CH2:11][CH2:12]2)[CH2:3][CH2:2]1)=[O:31]. The catalyst class is: 44. (3) Reactant: [H-].[Na+].[C:3]([CH2:5]P(=O)(OCC)OCC)#[N:4].[CH3:14][C:15]1([S:18]([N:21]2[CH2:24][C:23](=O)[CH2:22]2)(=[O:20])=[O:19])[CH2:17][CH2:16]1.[Na+].[Cl-]. Product: [CH3:14][C:15]1([S:18]([N:21]2[CH2:24][C:23](=[CH:5][C:3]#[N:4])[CH2:22]2)(=[O:19])=[O:20])[CH2:17][CH2:16]1. The catalyst class is: 30.